Dataset: Full USPTO retrosynthesis dataset with 1.9M reactions from patents (1976-2016). Task: Predict the reactants needed to synthesize the given product. Given the product [CH:33]1([C:31]([NH:30][C:28]2[N:29]=[C:24]3[CH:23]=[CH:22][C:21]([O:20][C:19]4[CH:18]=[C:17]([NH:16][C:7]([C:3]5[N:2]([CH3:1])[CH:6]=[CH:5][CH:4]=5)=[O:9])[CH:38]=[CH:37][CH:36]=4)=[CH:26][N:25]3[N:27]=2)=[O:32])[CH2:34][CH2:35]1, predict the reactants needed to synthesize it. The reactants are: [CH3:1][N:2]1[CH:6]=[CH:5][CH:4]=[C:3]1[C:7]([OH:9])=O.C(Cl)(=O)C(Cl)=O.[NH2:16][C:17]1[CH:18]=[C:19]([CH:36]=[CH:37][CH:38]=1)[O:20][C:21]1[CH:22]=[CH:23][C:24]2[N:25]([N:27]=[C:28]([NH:30][C:31]([CH:33]3[CH2:35][CH2:34]3)=[O:32])[N:29]=2)[CH:26]=1.